Dataset: Reaction yield outcomes from USPTO patents with 853,638 reactions. Task: Predict the reaction yield, written as a fraction of the theoretical maximum amount of product (1.0 means a 100% yield; for example, 0.34 means a 34% yield). (1) The reactants are [CH3:1][C:2]1[O:6][N:5]=[C:4]([C:7]2[CH:12]=[CH:11][CH:10]=[CH:9][CH:8]=2)[C:3]=1[C:13]#[C:14][C:15]1[CH:16]=[C:17]([CH:21]=[CH:22][CH:23]=1)[C:18](O)=[O:19].F[B-](F)(F)F.[N:29]1(OC(N(C)C)=[N+](C)C)[C:33]2[CH:34]=[CH:35][CH:36]=CC=2N=N1.NCC1CC1.C(N(C(C)C)C(C)C)C. The catalyst is CN(C)C=O. The product is [CH:34]1([CH2:33][NH:29][C:18](=[O:19])[C:17]2[CH:21]=[CH:22][CH:23]=[C:15]([C:14]#[C:13][C:3]3[C:4]([C:7]4[CH:12]=[CH:11][CH:10]=[CH:9][CH:8]=4)=[N:5][O:6][C:2]=3[CH3:1])[CH:16]=2)[CH2:36][CH2:35]1. The yield is 0.870. (2) The reactants are C[O:2][C:3](=[O:38])[CH2:4][CH:5]([OH:37])[CH2:6][CH:7]([OH:36])[CH2:8][CH2:9][C:10]1[N:11]([CH:33]([CH3:35])[CH3:34])[C:12]([CH2:28][NH:29][C:30](=[O:32])[CH3:31])=[C:13]([C:22]2[CH:27]=[CH:26][CH:25]=[CH:24][CH:23]=2)[C:14]=1[C:15]1[CH:20]=[CH:19][C:18]([F:21])=[CH:17][CH:16]=1.[OH-].[Na+]. The catalyst is CCO.C1COCC1. The product is [C:30]([NH:29][CH2:28][C:12]1[N:11]([CH:33]([CH3:35])[CH3:34])[C:10]([CH2:9][CH2:8][CH:7]([OH:36])[CH2:6][CH:5]([OH:37])[CH2:4][C:3]([OH:38])=[O:2])=[C:14]([C:15]2[CH:16]=[CH:17][C:18]([F:21])=[CH:19][CH:20]=2)[C:13]=1[C:22]1[CH:27]=[CH:26][CH:25]=[CH:24][CH:23]=1)(=[O:32])[CH3:31]. The yield is 0.990. (3) The reactants are [Cl:1][C:2]1[CH:10]=[CH:9][C:5]([C:6](Cl)=[O:7])=[CH:4][N:3]=1.[CH3:11][O:12][C:13]1[CH:19]=[C:18]([O:20][CH3:21])[CH:17]=[CH:16][C:14]=1[NH2:15]. No catalyst specified. The product is [Cl:1][C:2]1[N:3]=[CH:4][C:5]([C:6]([NH:15][C:14]2[CH:16]=[CH:17][C:18]([O:20][CH3:21])=[CH:19][C:13]=2[O:12][CH3:11])=[O:7])=[CH:9][CH:10]=1. The yield is 0.590. (4) The reactants are [NH2:1][C:2]1[CH:15]=[CH:14][C:5]2[N:6]([CH2:12][CH3:13])[C:7](=[O:11])[CH2:8][CH2:9][CH2:10][C:4]=2[C:3]=1[O:16][CH3:17].Cl[C:19]1[N:24]=[C:23]([NH:25][C:26]2[CH:31]=[CH:30][C:29]([N:32]3[CH2:37][CH2:36][N:35]([CH3:38])[CH2:34][CH2:33]3)=[CH:28][C:27]=2[O:39][CH3:40])[C:22]([Cl:41])=[CH:21][N:20]=1. No catalyst specified. The product is [Cl:41][C:22]1[C:23]([NH:25][C:26]2[CH:31]=[CH:30][C:29]([N:32]3[CH2:37][CH2:36][N:35]([CH3:38])[CH2:34][CH2:33]3)=[CH:28][C:27]=2[O:39][CH3:40])=[N:24][C:19]([NH:1][C:2]2[CH:15]=[CH:14][C:5]3[N:6]([CH2:12][CH3:13])[C:7](=[O:11])[CH2:8][CH2:9][CH2:10][C:4]=3[C:3]=2[O:16][CH3:17])=[N:20][CH:21]=1. The yield is 0.260. (5) The reactants are [O:1]1[CH:5]=[CH:4][CH:3]=[C:2]1[CH:6]([CH2:12][C:13]1[CH:18]=[CH:17][C:16]([O:19]C)=[CH:15][CH:14]=1)[CH2:7][C:8]([O:10][CH3:11])=[O:9].B(Br)(Br)Br. The catalyst is C(Cl)Cl. The product is [O:1]1[CH:5]=[CH:4][CH:3]=[C:2]1[CH:6]([CH2:12][C:13]1[CH:18]=[CH:17][C:16]([OH:19])=[CH:15][CH:14]=1)[CH2:7][C:8]([O:10][CH3:11])=[O:9]. The yield is 0.150. (6) The reactants are [CH3:1][N:2]1[C:7]2[CH:8]=[CH:9][CH:10]=[CH:11][C:6]=2[O:5][CH2:4][CH2:3]1.O=P(Cl)(Cl)Cl.CN([CH:20]=[O:21])C. The catalyst is O. The product is [CH3:1][N:2]1[C:7]2[CH:8]=[CH:9][C:10]([CH:20]=[O:21])=[CH:11][C:6]=2[O:5][CH2:4][CH2:3]1. The yield is 0.760.